This data is from Catalyst prediction with 721,799 reactions and 888 catalyst types from USPTO. The task is: Predict which catalyst facilitates the given reaction. (1) Reactant: [CH3:1][Mg]Br.COC(=O)[C:7]1[CH:12]=[CH:11][C:10]([Br:13])=[CH:9][C:8]=1[Cl:14].[Cl-].[NH4+].CC[O:20][CH2:21][CH3:22]. Product: [Br:13][C:10]1[CH:11]=[CH:12][C:7]([C:21]([OH:20])([CH3:22])[CH3:1])=[C:8]([Cl:14])[CH:9]=1. The catalyst class is: 1. (2) Reactant: [F:1][C:2]1[CH:3]=[CH:4][C:5]([O:23][CH3:24])=[C:6]([C@H:8]2[CH2:12][CH2:11][CH2:10][N:9]2[C:13]2[CH:18]=[CH:17][N:16]3[N:19]=[CH:20][C:21]([NH2:22])=[C:15]3[N:14]=2)[CH:7]=1.CCN(C(C)C)C(C)C.C1N=CN([C:39]([N:41]2[CH:45]=N[CH:43]=[CH:42]2)=[O:40])C=1.N1CC[C@H:48]([OH:51])C1. Product: [F:1][C:2]1[CH:3]=[CH:4][C:5]([O:23][CH3:24])=[C:6]([C@H:8]2[CH2:12][CH2:11][CH2:10][N:9]2[C:13]2[CH:18]=[CH:17][N:16]3[N:19]=[CH:20][C:21]([NH:22][C:39]([N:41]4[CH2:42][CH2:43][C@H:48]([OH:51])[CH2:45]4)=[O:40])=[C:15]3[N:14]=2)[CH:7]=1. The catalyst class is: 2. (3) Reactant: C([O-])([O-])=O.[K+].[K+].Cl[C:8]1[CH:13]=[CH:12][C:11]([N+:14]([O-:16])=[O:15])=[C:10]([CH:17]([O:20][CH3:21])[O:18][CH3:19])[CH:9]=1.[NH2:22][C:23]1[CH:24]=[C:25]([OH:29])[CH:26]=[CH:27][CH:28]=1. Product: [CH3:19][O:18][CH:17]([O:20][CH3:21])[C:10]1[CH:9]=[C:8]([CH:13]=[CH:12][C:11]=1[N+:14]([O-:16])=[O:15])[O:29][C:25]1[CH:24]=[C:23]([NH2:22])[CH:28]=[CH:27][CH:26]=1. The catalyst class is: 44. (4) Reactant: [Cl:1][C:2]1[CH:3]=[C:4]2[C:9](=[CH:10][CH:11]=1)[C:8]([N:12]1[CH2:17][CH2:16][NH:15][CH:14]([C:18]([NH2:20])=[O:19])[CH2:13]1)=[N:7][CH:6]=[CH:5]2.C(N(CC)CC)C.[C:28](Cl)(=[O:31])[CH:29]=[CH2:30].O. Product: [C:28]([N:15]1[CH2:16][CH2:17][N:12]([C:8]2[C:9]3[C:4](=[CH:3][C:2]([Cl:1])=[CH:11][CH:10]=3)[CH:5]=[CH:6][N:7]=2)[CH2:13][CH:14]1[C:18]([NH2:20])=[O:19])(=[O:31])[CH:29]=[CH2:30]. The catalyst class is: 4. (5) Reactant: Cl[CH2:2][C:3]([NH:5][C:6]1[CH:11]=[C:10]([N+:12]([O-:14])=[O:13])[CH:9]=[CH:8][C:7]=1[O:15][CH3:16])=[O:4].[NH:17]1[CH2:22][CH2:21][O:20][CH2:19][CH2:18]1.C(N(CC)CC)C.[I-].[K+]. Product: [CH3:16][O:15][C:7]1[CH:8]=[CH:9][C:10]([N+:12]([O-:14])=[O:13])=[CH:11][C:6]=1[NH:5][C:3](=[O:4])[CH2:2][N:17]1[CH2:22][CH2:21][O:20][CH2:19][CH2:18]1. The catalyst class is: 39. (6) Reactant: C1C(=O)N([Br:8])C(=O)C1.[CH3:9][S:10][C:11]1[N:12]=[C:13]2[NH:19][C:18]([C:20]3[CH:25]=[CH:24][C:23]([C:26]4([NH:30][C:31](=[O:37])[O:32][C:33]([CH3:36])([CH3:35])[CH3:34])[CH2:29][CH2:28][CH2:27]4)=[CH:22][CH:21]=3)=[CH:17][C:14]2=[N:15][CH:16]=1. Product: [Br:8][C:17]1[C:14]2=[N:15][CH:16]=[C:11]([S:10][CH3:9])[N:12]=[C:13]2[NH:19][C:18]=1[C:20]1[CH:21]=[CH:22][C:23]([C:26]2([NH:30][C:31](=[O:37])[O:32][C:33]([CH3:34])([CH3:36])[CH3:35])[CH2:27][CH2:28][CH2:29]2)=[CH:24][CH:25]=1. The catalyst class is: 10.